Predict which catalyst facilitates the given reaction. From a dataset of Catalyst prediction with 721,799 reactions and 888 catalyst types from USPTO. (1) Reactant: [H-].[Na+].[Cl:3][C:4]1[CH:11]=[C:10]([NH:12][C@H:13]2[CH2:17][C:16](=[O:18])[N:15]([CH:19]([CH3:21])[CH3:20])[CH2:14]2)[CH:9]=[CH:8][C:5]=1[C:6]#[N:7].Br[CH2:23][C:24]1[CH:29]=[CH:28][CH:27]=[CH:26][C:25]=1[F:30]. Product: [Cl:3][C:4]1[CH:11]=[C:10]([N:12]([CH2:23][C:24]2[CH:29]=[CH:28][CH:27]=[CH:26][C:25]=2[F:30])[C@H:13]2[CH2:17][C:16](=[O:18])[N:15]([CH:19]([CH3:21])[CH3:20])[CH2:14]2)[CH:9]=[CH:8][C:5]=1[C:6]#[N:7]. The catalyst class is: 3. (2) Reactant: F[C:2]1[CH:11]=[C:10]2[C:5]([C:6]([CH3:14])=[C:7]([C:12]#[N:13])[CH:8]=[N:9]2)=[CH:4][C:3]=1[O:15][CH3:16].[CH3:17][O:18][CH2:19][CH2:20][NH:21][CH3:22]. Product: [CH3:16][O:15][C:3]1[CH:4]=[C:5]2[C:10](=[CH:11][C:2]=1[N:21]([CH2:20][CH2:19][O:18][CH3:17])[CH3:22])[N:9]=[CH:8][C:7]([C:12]#[N:13])=[C:6]2[CH3:14]. The catalyst class is: 60. (3) Reactant: [NH:1]1[CH:5]=[C:4]([C:6]2[C:7]3[CH:14]=[CH:13][N:12]([CH2:15][O:16][CH2:17][CH2:18][Si:19]([CH3:22])([CH3:21])[CH3:20])[C:8]=3[N:9]=[CH:10][N:11]=2)[CH:3]=[N:2]1.[C:23]([CH:25]=[C:26]1[CH2:29][N:28]([C:30]([O:32][C:33]([CH3:36])([CH3:35])[CH3:34])=[O:31])[CH2:27]1)#[N:24].N12CCCN=C1CCCCC2. Product: [C:23]([CH2:25][C:26]1([N:1]2[CH:5]=[C:4]([C:6]3[C:7]4[CH:14]=[CH:13][N:12]([CH2:15][O:16][CH2:17][CH2:18][Si:19]([CH3:22])([CH3:21])[CH3:20])[C:8]=4[N:9]=[CH:10][N:11]=3)[CH:3]=[N:2]2)[CH2:29][N:28]([C:30]([O:32][C:33]([CH3:36])([CH3:35])[CH3:34])=[O:31])[CH2:27]1)#[N:24]. The catalyst class is: 10. (4) Reactant: [C:1]([C:4]1[CH:5]=[CH:6][C:7]([N:10]2[CH:14]=[N:13][CH:12]=[N:11]2)=[N:8][CH:9]=1)(=[O:3])[CH3:2].[Br:15][Si](C)(C)C.O.BrN1C(=O)CCC1=O. Product: [Br:15][CH2:2][C:1]([C:4]1[CH:5]=[CH:6][C:7]([N:10]2[CH:14]=[N:13][CH:12]=[N:11]2)=[N:8][CH:9]=1)=[O:3]. The catalyst class is: 236. (5) Reactant: [H-].[Na+].[NH:3]1[C:11]2[C:6](=[CH:7][CH:8]=[CH:9][CH:10]=2)[C:5]([C:12]([OH:14])=[O:13])=[CH:4]1.[CH2:15](Br)[C:16]1[CH:21]=[CH:20][CH:19]=[CH:18][CH:17]=1. Product: [CH2:15]([N:3]1[C:11]2[C:6](=[CH:7][CH:8]=[CH:9][CH:10]=2)[C:5]([C:12]([OH:14])=[O:13])=[CH:4]1)[C:16]1[CH:21]=[CH:20][CH:19]=[CH:18][CH:17]=1. The catalyst class is: 3. (6) Reactant: [Cl:1][C:2]1[CH:7]=[CH:6][CH:5]=[CH:4][C:3]=1[N:8]1[C:12](=[O:13])[CH2:11][C:10](=[O:14])[NH:9]1.[CH3:15][C:16]1[C:23]([CH3:24])=[C:22]([O:25][CH2:26][CH2:27][CH3:28])[CH:21]=[CH:20][C:17]=1[CH:18]=O. Product: [Cl:1][C:2]1[CH:7]=[CH:6][CH:5]=[CH:4][C:3]=1[N:8]1[C:12](=[O:13])[C:11](=[CH:18][C:17]2[CH:20]=[CH:21][C:22]([O:25][CH2:26][CH2:27][CH3:28])=[C:23]([CH3:24])[C:16]=2[CH3:15])[C:10](=[O:14])[NH:9]1. The catalyst class is: 8.